From a dataset of Full USPTO retrosynthesis dataset with 1.9M reactions from patents (1976-2016). Predict the reactants needed to synthesize the given product. (1) Given the product [N:1]1[CH:6]=[CH:5][CH:4]=[C:3]([N:7]2[CH2:12][CH2:11][CH:10]([NH2:13])[CH2:9][CH2:8]2)[N:2]=1, predict the reactants needed to synthesize it. The reactants are: [N:1]1[CH:6]=[CH:5][CH:4]=[C:3]([N:7]2[CH2:12][CH2:11][CH:10]([NH:13]C(=O)OC(C)(C)C)[CH2:9][CH2:8]2)[N:2]=1.Cl.O1CCOCC1. (2) The reactants are: [C:1]([O:5][C:6]([NH:8][C:9]1[S:10][CH:11]=[C:12](/[C:14](=[N:35]/[O:36][C:37]2([C:40]([O:42][CH:43]([C:50]3[CH:55]=[CH:54][CH:53]=[CH:52][CH:51]=3)[C:44]3[CH:49]=[CH:48][CH:47]=[CH:46][CH:45]=3)=[O:41])[CH2:39][CH2:38]2)/[C:15]([NH:17][C@@H:18]2[C:21](=[O:22])[NH:20][C@@H:19]2[CH2:23][N:24]2[N:28]=[C:27]([CH2:29]OS(C)(=O)=O)[CH:26]=[N:25]2)=[O:16])[N:13]=1)=[O:7])([CH3:4])([CH3:3])[CH3:2].[I-].[Na+].C(=O)([O-])[O-].[Cs+].[Cs+].[Cl-:64].[SH:65][CH:66]1[CH2:73][N:69]2[CH:70]=[N:71][CH:72]=[N+:68]2[CH2:67]1. Given the product [Cl-:64].[CH:43]([O:42][C:40]([C:37]1([O:36]/[N:35]=[C:14](/[C:12]2[N:13]=[C:9]([NH:8][C:6]([O:5][C:1]([CH3:4])([CH3:3])[CH3:2])=[O:7])[S:10][CH:11]=2)\[C:15]([NH:17][C@@H:18]2[C:21](=[O:22])[NH:20][C@@H:19]2[CH2:23][N:24]2[N:28]=[C:27]([CH2:29][S:65][CH:66]3[CH2:73][N:69]4[CH:70]=[N:71][CH:72]=[N+:68]4[CH2:67]3)[CH:26]=[N:25]2)=[O:16])[CH2:39][CH2:38]1)=[O:41])([C:50]1[CH:51]=[CH:52][CH:53]=[CH:54][CH:55]=1)[C:44]1[CH:45]=[CH:46][CH:47]=[CH:48][CH:49]=1, predict the reactants needed to synthesize it. (3) Given the product [C:50]([O:54][C:55]([N:57]1[CH2:61][CH2:60][CH2:59][C@H:58]1[C:62](=[O:63])[N:29]([C:18]([C@@H:13]1[CH2:12][CH2:11][C@@H:10]2[CH2:17][N:14]1[C:15](=[O:16])[N:9]2[O:8][CH2:1][C:2]1[CH:3]=[CH:4][CH:5]=[CH:6][CH:7]=1)=[O:20])[O:30][CH3:31])=[O:56])([CH3:51])([CH3:52])[CH3:53], predict the reactants needed to synthesize it. The reactants are: [CH2:1]([O:8][N:9]1[C:15](=[O:16])[N:14]2[CH2:17][C@H:10]1[CH2:11][CH2:12][C@H:13]2[C:18]([OH:20])=O)[C:2]1[CH:7]=[CH:6][CH:5]=[CH:4][CH:3]=1.C1C=CC2[N:29]([OH:30])N=NC=2C=1.[CH3:31]CN=C=NCCCN(C)C.Cl.CN1CCOCC1.[C:50]([O:54][C:55]([N:57]1[CH2:61][CH2:60][CH2:59][C@H:58]1[CH2:62][O:63]N)=[O:56])([CH3:53])([CH3:52])[CH3:51]. (4) Given the product [Br:1][C:2]1[CH:3]=[C:4]([F:19])[C:5]([Cl:18])=[C:6]([O:8][C:9]2[C:14]([F:15])=[C:13]([CH2:16][Br:27])[CH:12]=[CH:11][C:10]=2[Cl:17])[CH:7]=1, predict the reactants needed to synthesize it. The reactants are: [Br:1][C:2]1[CH:3]=[C:4]([F:19])[C:5]([Cl:18])=[C:6]([O:8][C:9]2[C:14]([F:15])=[C:13]([CH3:16])[CH:12]=[CH:11][C:10]=2[Cl:17])[CH:7]=1.C1C(=O)N([Br:27])C(=O)C1. (5) Given the product [Cl:40][C:25]1[CH:24]=[N:23][CH:22]=[C:21]([Cl:20])[C:26]=1/[CH:27]=[C:28](\[O:29][C:12](=[O:13])[C:11]1[CH:15]=[CH:16][C:17]([O:18][CH3:19])=[C:9]([O:8][CH2:1][C:2]2[CH:3]=[CH:4][CH:5]=[CH:6][CH:7]=2)[CH:10]=1)/[C:30]1[CH:35]=[CH:34][C:33]([O:36][CH3:37])=[C:32]([O:38][CH3:39])[CH:31]=1, predict the reactants needed to synthesize it. The reactants are: [CH2:1]([O:8][C:9]1[CH:10]=[C:11]([CH:15]=[CH:16][C:17]=1[O:18][CH3:19])[C:12](Cl)=[O:13])[C:2]1[CH:7]=[CH:6][CH:5]=[CH:4][CH:3]=1.[Cl:20][C:21]1[CH:22]=[N:23][CH:24]=[C:25]([Cl:40])[C:26]=1[CH2:27][C:28]([C:30]1[CH:35]=[CH:34][C:33]([O:36][CH3:37])=[C:32]([O:38][CH3:39])[CH:31]=1)=[O:29]. (6) Given the product [C:15]([C:4]1[CH:5]([C:6]2[CH:13]=[CH:12][C:9]([C:10]#[N:11])=[CH:8][C:7]=2[CH3:14])[C:20]2[C:21](=[O:25])[NH:22][CH:23]=[CH:24][C:19]=2[NH:18][C:1]=1[CH3:2])(=[O:17])[CH3:16], predict the reactants needed to synthesize it. The reactants are: [C:1]([C:4]([C:15](=[O:17])[CH3:16])=[CH:5][C:6]1[CH:13]=[CH:12][C:9]([C:10]#[N:11])=[CH:8][C:7]=1[CH3:14])(=O)[CH3:2].[NH2:18][C:19]1[CH:24]=[CH:23][NH:22][C:21](=[O:25])[CH:20]=1. (7) Given the product [CH3:1][C:2]1[C:7]([CH2:8][NH:9][C:35](=[O:38])[CH2:36][CH3:37])=[CH:6][CH:5]=[C:4]([N:10]2[CH2:14][CH2:13][C:12]([C:19]3[CH:20]=[C:21]([Cl:27])[C:22]([Cl:26])=[C:23]([Cl:25])[CH:24]=3)([C:15]([F:17])([F:18])[F:16])[CH2:11]2)[N:3]=1, predict the reactants needed to synthesize it. The reactants are: [CH3:1][C:2]1[C:7]([CH2:8][NH2:9])=[CH:6][CH:5]=[C:4]([N:10]2[CH2:14][CH2:13][C:12]([C:19]3[CH:24]=[C:23]([Cl:25])[C:22]([Cl:26])=[C:21]([Cl:27])[CH:20]=3)([C:15]([F:18])([F:17])[F:16])[CH2:11]2)[N:3]=1.C(N(CC)CC)C.[C:35](O[C:35](=[O:38])[CH2:36][CH3:37])(=[O:38])[CH2:36][CH3:37]. (8) Given the product [F:1][C:2]1[C:3]2[O:28][N:27]=[C:26]([C:33]#[N:34])[C:4]=2[CH:5]=[C:6]2[C:19]=1[N:18]1[CH2:20][C@@H:21]([CH3:25])[O:22][C@@H:23]([CH3:24])[C@@H:17]1[C:8]1([C:13](=[O:14])[NH:12][C:11](=[O:15])[NH:10][C:9]1=[O:16])[CH2:7]2, predict the reactants needed to synthesize it. The reactants are: [F:1][C:2]1[C:3]2[O:28][N:27]=[C:26](S(C)(=O)=O)[C:4]=2[CH:5]=[C:6]2[C:19]=1[N:18]1[CH2:20][C@@H:21]([CH3:25])[O:22][C@@H:23]([CH3:24])[C@@H:17]1[C:8]1([C:13](=[O:14])[NH:12][C:11](=[O:15])[NH:10][C:9]1=[O:16])[CH2:7]2.[C-:33]#[N:34].[K+].C1OCCOCCOCCOCCOCCOC1. (9) The reactants are: [NH2:1][C:2]1[N:7]=[CH:6][C:5]([C:8]2[CH:17]=[CH:16][C:11]([C:12]([NH:14][CH3:15])=[O:13])=[C:10]([F:18])[CH:9]=2)=[CH:4][N:3]=1.Cl[CH2:20][CH:21]=O. Given the product [F:18][C:10]1[CH:9]=[C:8]([C:5]2[CH:4]=[N:3][C:2]3[N:7]([CH:20]=[CH:21][N:1]=3)[CH:6]=2)[CH:17]=[CH:16][C:11]=1[C:12]([NH:14][CH3:15])=[O:13], predict the reactants needed to synthesize it. (10) Given the product [C:1]([O:5][C:6](=[O:13])[NH:7][CH2:8][C:9]#[C:10][CH2:11][NH:12][C:26](=[O:27])[CH2:25][CH2:24][CH2:23][CH2:22][CH:21]([C:29]1[CH:30]=[CH:31][C:32]([F:35])=[CH:33][CH:34]=1)[C:18]1[CH:19]=[CH:20][C:15]([F:14])=[CH:16][CH:17]=1)([CH3:4])([CH3:2])[CH3:3], predict the reactants needed to synthesize it. The reactants are: [C:1]([O:5][C:6](=[O:13])[NH:7][CH2:8][C:9]#[C:10][CH2:11][NH2:12])([CH3:4])([CH3:3])[CH3:2].[F:14][C:15]1[CH:20]=[CH:19][C:18]([CH:21]([C:29]2[CH:34]=[CH:33][C:32]([F:35])=[CH:31][CH:30]=2)[CH2:22][CH2:23][CH2:24][CH2:25][C:26](O)=[O:27])=[CH:17][CH:16]=1.C(Cl)CCl.